This data is from Forward reaction prediction with 1.9M reactions from USPTO patents (1976-2016). The task is: Predict the product of the given reaction. (1) Given the reactants [CH3:1][O:2][C:3]1[CH:4]=[C:5]([CH:27]=[C:28]([O:30][CH3:31])[CH:29]=1)[C:6]([NH:8][CH:9]1[CH2:14][CH2:13][CH2:12][CH:11]([C:15]2[NH:19][C:18]3[CH:20]=[CH:21][C:22]([N+:24]([O-])=O)=[CH:23][C:17]=3[N:16]=2)[CH2:10]1)=[O:7].[H][H], predict the reaction product. The product is: [NH2:24][C:22]1[CH:21]=[CH:20][C:18]2[NH:19][C:15]([CH:11]3[CH2:12][CH2:13][CH2:14][CH:9]([NH:8][C:6](=[O:7])[C:5]4[CH:27]=[C:28]([O:30][CH3:31])[CH:29]=[C:3]([O:2][CH3:1])[CH:4]=4)[CH2:10]3)=[N:16][C:17]=2[CH:23]=1. (2) Given the reactants Br[C:2]1[CH:3]=[C:4]([C:8]2[NH:29][C:11]3=[N:12][C:13]([N:16]4[CH2:21][CH2:20][CH2:19][CH:18]([C:22]([N:24]5[CH2:28][CH2:27][CH2:26][CH2:25]5)=[O:23])[CH2:17]4)=[CH:14][CH:15]=[C:10]3[N:9]=2)[CH:5]=[N:6][CH:7]=1.[CH3:30][S:31]([O-:33])=[O:32].[Na+].N1CCC[C@H]1C(O)=O.[OH-].[Na+], predict the reaction product. The product is: [CH3:30][S:31]([C:2]1[CH:3]=[C:4]([C:8]2[NH:29][C:11]3=[N:12][C:13]([N:16]4[CH2:21][CH2:20][CH2:19][C@@H:18]([C:22]([N:24]5[CH2:28][CH2:27][CH2:26][CH2:25]5)=[O:23])[CH2:17]4)=[CH:14][CH:15]=[C:10]3[N:9]=2)[CH:5]=[N:6][CH:7]=1)(=[O:33])=[O:32]. (3) The product is: [OH:1][C:2]([C:5]1[CH:31]=[CH:30][C:8]([C:9]([NH:11][C:12]2[CH:17]=[C:16]([N:18]3[CH2:23][CH2:22][CH2:21][C@@H:20]([C:24]([N:33]([CH3:34])[CH3:32])=[O:26])[CH2:19]3)[N:15]3[N:27]=[CH:28][CH:29]=[C:14]3[N:13]=2)=[O:10])=[CH:7][CH:6]=1)([CH3:3])[CH3:4]. Given the reactants [OH:1][C:2]([C:5]1[CH:31]=[CH:30][C:8]([C:9]([NH:11][C:12]2[CH:17]=[C:16]([N:18]3[CH2:23][CH2:22][CH2:21][C@@H:20]([C:24]([OH:26])=O)[CH2:19]3)[N:15]3[N:27]=[CH:28][CH:29]=[C:14]3[N:13]=2)=[O:10])=[CH:7][CH:6]=1)([CH3:4])[CH3:3].[CH3:32][NH:33][CH3:34].CCN=C=NCCCN(C)C.C1C=CC2N(O)N=NC=2C=1, predict the reaction product. (4) Given the reactants [CH:1]1([S:7]([C:10]2[CH:17]=[CH:16][C:13]([CH2:14][NH2:15])=[CH:12][CH:11]=2)(=O)=O)[CH2:6][CH2:5][CH2:4][CH2:3][CH2:2]1.C1(S(C2C=CC(C#N)=CC=2)(=O)=O)CCCCC1.B.C1COCC1.Cl, predict the reaction product. The product is: [CH:1]1([S:7][C:10]2[CH:11]=[CH:12][C:13]([C:14]#[N:15])=[CH:16][CH:17]=2)[CH2:6][CH2:5][CH2:4][CH2:3][CH2:2]1. (5) Given the reactants C(OC([N:8]1[CH2:13][CH2:12][C:11](=O)[CH2:10][CH2:9]1)=O)(C)(C)C.[CH2:15]([NH2:22])[C:16]1[CH:21]=[CH:20][CH:19]=[CH:18][CH:17]=1.[Cl:23][C:24]1[CH:29]=[C:28]([CH:30]=[CH:31][N+]([O-])=O)[CH:27]=[CH:26][C:25]=1[F:35], predict the reaction product. The product is: [CH2:15]([N:22]1[C:11]2[CH2:10][CH2:9][NH:8][CH2:13][C:12]=2[C:30]([C:28]2[CH:27]=[CH:26][C:25]([F:35])=[C:24]([Cl:23])[CH:29]=2)=[CH:31]1)[C:16]1[CH:21]=[CH:20][CH:19]=[CH:18][CH:17]=1. (6) The product is: [N+:15]([C:7]1[CH:6]=[C:5]([CH:10]=[C:9]([C:11]([F:12])([F:13])[F:14])[CH:8]=1)[CH:4]=[O:18])([O-:17])=[O:16]. Given the reactants CON(C)[C:4](=[O:18])[C:5]1[CH:10]=[C:9]([C:11]([F:14])([F:13])[F:12])[CH:8]=[C:7]([N+:15]([O-:17])=[O:16])[CH:6]=1.C1(C)C=CC=CC=1.[H-].C([Al+]CC(C)C)C(C)C.Cl, predict the reaction product.